Dataset: Forward reaction prediction with 1.9M reactions from USPTO patents (1976-2016). Task: Predict the product of the given reaction. Given the reactants [C:1]([O:5][C:6](=[O:25])[NH:7][CH:8]([C:18]1[CH:23]=[CH:22][C:21]([Cl:24])=[CH:20][CH:19]=1)[C:9]([C:11]1[CH:16]=[CH:15][C:14]([OH:17])=[CH:13][CH:12]=1)=[O:10])([CH3:4])([CH3:3])[CH3:2].[F:26][CH2:27][CH:28](O)[CH2:29][F:30], predict the reaction product. The product is: [C:1]([O:5][C:6](=[O:25])[NH:7][CH:8]([C:18]1[CH:19]=[CH:20][C:21]([Cl:24])=[CH:22][CH:23]=1)[C:9]([C:11]1[CH:16]=[CH:15][C:14]([O:17][CH:28]([CH2:29][F:30])[CH2:27][F:26])=[CH:13][CH:12]=1)=[O:10])([CH3:4])([CH3:2])[CH3:3].